Task: Predict the reactants needed to synthesize the given product.. Dataset: Full USPTO retrosynthesis dataset with 1.9M reactions from patents (1976-2016) (1) Given the product [C:31]([N:34]1[CH2:35][CH2:36][CH:37]([N:40]([C@H:54]2[CH2:59][CH2:58][C@H:57]([CH3:60])[CH2:56][CH2:55]2)[C:41](=[O:53])[NH:42][C:43]2[S:44][C:45]([S:48][CH2:49][C:50]([OH:52])=[O:51])=[CH:46][N:47]=2)[CH2:38][CH2:39]1)(=[O:33])[CH3:32].[C:31]([N:34]1[CH2:39][CH2:38][CH:37]([N:40]([C@H:54]2[CH2:59][CH2:58][C@H:57]([CH3:60])[CH2:56][CH2:55]2)[C:41]([NH:42][C:43]2[S:44][C:45]([S:48][CH2:49][C:50](=[O:52])[N:12]3[CH2:13][CH2:14][CH2:9][CH2:10][CH2:11]3)=[CH:46][N:47]=2)=[O:53])[CH2:36][CH2:35]1)(=[O:33])[CH3:32], predict the reactants needed to synthesize it. The reactants are: C[C@H]1CC[C@H](N[CH:9]2[CH2:14][CH2:13][N:12](C(=O)C)[CH2:11][CH2:10]2)CC1.C(OC(=O)CSC1SC(N)=NC=1)C.[C:31]([N:34]1[CH2:39][CH2:38][CH:37]([N:40]([C@H:54]2[CH2:59][CH2:58][C@H:57]([CH3:60])[CH2:56][CH2:55]2)[C:41](=[O:53])[NH:42][C:43]2[S:44][C:45]([S:48][CH2:49][C:50]([OH:52])=[O:51])=[CH:46][N:47]=2)[CH2:36][CH2:35]1)(=[O:33])[CH3:32].C1C=C2C(N(O)N=NC2=CC=1)=O.CCN=C=NCCCN(C)C.N1CCCCC1.C(N(C(C)C)CC)(C)C. (2) Given the product [S:11]([N:8]1[C:4]2[N:5]=[CH:6][CH:7]=[C:2]([C:2]3[C:3]4[CH:10]=[CH:9][N:8]([S:11]([C:32]5[CH:33]=[CH:34][C:29]([CH3:28])=[CH:30][CH:31]=5)(=[O:12])=[O:13])[C:4]=4[N:5]=[CH:6][CH:7]=3)[C:3]=2[CH:10]=[CH:9]1)([C:14]1[CH:20]=[CH:19][C:17]([CH3:18])=[CH:16][CH:15]=1)(=[O:13])=[O:12], predict the reactants needed to synthesize it. The reactants are: I[C:2]1[CH:7]=[CH:6][N:5]=[C:4]2[N:8]([S:11]([C:14]3[CH:20]=[CH:19][C:17]([CH3:18])=[CH:16][CH:15]=3)(=[O:13])=[O:12])[CH:9]=[CH:10][C:3]=12.COC1C=CC=C(OC)[C:28]=1[C:29]1[CH:30]=[CH:31][CH:32]=[CH:33][C:34]=1P(C1CCCCC1)C1CCCCC1.P([O-])([O-])([O-])=O.[K+].[K+].[K+].